From a dataset of Forward reaction prediction with 1.9M reactions from USPTO patents (1976-2016). Predict the product of the given reaction. Given the reactants [C:1]([N:4]1[C:13]2[C:8](=[CH:9][CH:10]=[CH:11][CH:12]=2)[C@H:7]([OH:14])[CH2:6][C@@H:5]1[CH3:15])(=[O:3])[CH3:2].C(O)(=O)C.C(O)(=O)C.[C:24]1([Bi]([C:24]2[CH:29]=[CH:28][CH:27]=[CH:26][CH:25]=2)[C:24]2[CH:29]=[CH:28][CH:27]=[CH:26][CH:25]=2)[CH:29]=[CH:28][CH:27]=[CH:26][CH:25]=1.O, predict the reaction product. The product is: [C:1]([N:4]1[C:13]2[C:8](=[CH:9][CH:10]=[CH:11][CH:12]=2)[C@H:7]([O:14][C:24]2[CH:29]=[CH:28][CH:27]=[CH:26][CH:25]=2)[CH2:6][C@@H:5]1[CH3:15])(=[O:3])[CH3:2].